From a dataset of Forward reaction prediction with 1.9M reactions from USPTO patents (1976-2016). Predict the product of the given reaction. (1) The product is: [Cl:8][C:6]1[N:5]=[CH:4][N:3]=[C:2]([N:16]2[CH2:17][CH2:18][CH:19]([CH3:22])[CH2:20][CH2:21][CH:15]2[CH3:14])[CH:7]=1. Given the reactants Cl[C:2]1[CH:7]=[C:6]([Cl:8])[N:5]=[CH:4][N:3]=1.C(=O)([O-])[O-].Cl.[CH3:14][CH:15]1[CH2:21][CH2:20][CH:19]([CH3:22])[CH2:18][CH2:17][NH:16]1.[Cl-].[NH4+], predict the reaction product. (2) The product is: [Cl:31][C:27]1[CH:26]=[C:25]2[NH:24][C:23](=[O:32])[C:9]3([CH:8]([C:6]4[CH:7]=[C:2]([C:40]([CH3:42])=[CH2:41])[CH:3]=[CH:4][C:5]=4[O:33][CH2:34][C:35]4([CH3:39])[CH2:38][O:37][CH2:36]4)[CH2:13][C:12](=[O:14])[NH:11][CH:10]3[C:15]3[CH:20]=[C:19]([Cl:21])[CH:18]=[CH:17][C:16]=3[CH3:22])[C:30]2=[CH:29][CH:28]=1. Given the reactants Br[C:2]1[CH:3]=[CH:4][C:5]([O:33][CH2:34][C:35]2([CH3:39])[CH2:38][O:37][CH2:36]2)=[C:6]([CH:8]2[CH2:13][C:12](=[O:14])[NH:11][CH:10]([C:15]3[CH:20]=[C:19]([Cl:21])[CH:18]=[CH:17][C:16]=3[CH3:22])[C:9]32[C:30]2[C:25](=[CH:26][C:27]([Cl:31])=[CH:28][CH:29]=2)[NH:24][C:23]3=[O:32])[CH:7]=1.[C:40](B1OC(C)(C)C(C)(C)O1)([CH3:42])=[CH2:41].[O-]P([O-])([O-])=O.[K+].[K+].[K+], predict the reaction product.